Predict the reaction yield, written as a fraction of the theoretical maximum amount of product (1.0 means a 100% yield; for example, 0.34 means a 34% yield). From a dataset of Reaction yield outcomes from USPTO patents with 853,638 reactions. (1) The reactants are [N+:1]([C:4]1[CH:9]=[CH:8][CH:7]=[CH:6][C:5]=1/[CH:10]=[CH:11]/[CH:12]=[CH:13]/[C:14]([OH:16])=O)([O-:3])=[O:2].O1CCCC1.C(N(CC)CC)C.Cl.[NH2:30][CH2:31][CH2:32][CH2:33][CH2:34][CH2:35][C:36]([O:38][CH3:39])=[O:37]. No catalyst specified. The product is [CH3:39][O:38][C:36](=[O:37])[CH2:35][CH2:34][CH2:33][CH2:32][CH2:31][NH:30][C:14](=[O:16])/[CH:13]=[CH:12]/[CH:11]=[CH:10]/[C:5]1[CH:6]=[CH:7][CH:8]=[CH:9][C:4]=1[N+:1]([O-:3])=[O:2]. The yield is 0.890. (2) The reactants are [O:1]=[C:2]([C:16]1[N:20]([CH3:21])[N:19]=[C:18]([CH3:22])[C:17]=1[CH3:23])[CH:3]([C:6]1[CH:11]=[CH:10][C:9]([C:12]([CH3:15])([CH3:14])[CH3:13])=[CH:8][CH:7]=1)[C:4]#[N:5].[C:24](Cl)(=[O:29])[C:25]([CH3:28])([CH3:27])[CH3:26]. The catalyst is C1(C)C(C)=CC=CC=1. The product is [CH3:26][C:25]([CH3:28])([CH3:27])[C:24]([O:1]/[C:2](/[C:16]1[N:20]([CH3:21])[N:19]=[C:18]([CH3:22])[C:17]=1[CH3:23])=[C:3](\[C:6]1[CH:7]=[CH:8][C:9]([C:12]([CH3:15])([CH3:14])[CH3:13])=[CH:10][CH:11]=1)/[C:4]#[N:5])=[O:29]. The yield is 0.956. (3) The catalyst is CCOCC.O.CCOC(C)=O.CN(C=O)C. The reactants are [F:1][C:2]1[CH:11]=[C:10]2[C:5]([CH:6]=[CH:7][C:8](=[O:12])[NH:9]2)=[CH:4][CH:3]=1.[H-].[Na+].Br[CH2:16][CH2:17][CH2:18]Cl.C([O-])([O-])=O.[K+].[K+].[CH2:26]([CH:30]1[CH2:35][CH2:34][NH:33][CH2:32][CH2:31]1)[CH2:27][CH2:28][CH3:29]. The yield is 0.110. The product is [CH2:26]([CH:30]1[CH2:35][CH2:34][N:33]([CH2:16][CH2:17][CH2:18][N:9]2[C:10]3[C:5](=[CH:4][CH:3]=[C:2]([F:1])[CH:11]=3)[CH:6]=[CH:7][C:8]2=[O:12])[CH2:32][CH2:31]1)[CH2:27][CH2:28][CH3:29]. (4) The reactants are [Br:1][C:2]1[S:6][C:5]([CH:7]=[O:8])=[C:4]([N+:9]([O-:11])=[O:10])[CH:3]=1.CC(C)=[O:14].OS(O)(=O)=O.O=[Cr](=O)=O. The catalyst is CC(C)=O.O. The product is [Br:1][C:2]1[S:6][C:5]([C:7]([OH:14])=[O:8])=[C:4]([N+:9]([O-:11])=[O:10])[CH:3]=1. The yield is 0.800.